Dataset: NCI-60 drug combinations with 297,098 pairs across 59 cell lines. Task: Regression. Given two drug SMILES strings and cell line genomic features, predict the synergy score measuring deviation from expected non-interaction effect. (1) Drug 1: C1=NC2=C(N1)C(=S)N=C(N2)N. Drug 2: CC1C(C(CC(O1)OC2CC(CC3=C2C(=C4C(=C3O)C(=O)C5=C(C4=O)C(=CC=C5)OC)O)(C(=O)CO)O)N)O.Cl. Cell line: SK-MEL-28. Synergy scores: CSS=40.9, Synergy_ZIP=-6.80, Synergy_Bliss=-10.7, Synergy_Loewe=-13.5, Synergy_HSA=-9.03. (2) Drug 2: CC(C)CN1C=NC2=C1C3=CC=CC=C3N=C2N. Drug 1: CN1C2=C(C=C(C=C2)N(CCCl)CCCl)N=C1CCCC(=O)O.Cl. Cell line: SK-MEL-5. Synergy scores: CSS=5.38, Synergy_ZIP=-0.438, Synergy_Bliss=2.09, Synergy_Loewe=2.67, Synergy_HSA=0.971. (3) Cell line: T-47D. Drug 1: CCC1(CC2CC(C3=C(CCN(C2)C1)C4=CC=CC=C4N3)(C5=C(C=C6C(=C5)C78CCN9C7C(C=CC9)(C(C(C8N6C)(C(=O)OC)O)OC(=O)C)CC)OC)C(=O)OC)O.OS(=O)(=O)O. Drug 2: CCCCCOC(=O)NC1=NC(=O)N(C=C1F)C2C(C(C(O2)C)O)O. Synergy scores: CSS=2.24, Synergy_ZIP=0.501, Synergy_Bliss=1.45, Synergy_Loewe=0.232, Synergy_HSA=-0.282. (4) Drug 1: CC12CCC3C(C1CCC2O)C(CC4=C3C=CC(=C4)O)CCCCCCCCCS(=O)CCCC(C(F)(F)F)(F)F. Cell line: LOX IMVI. Drug 2: C(CC(=O)O)C(=O)CN.Cl. Synergy scores: CSS=9.03, Synergy_ZIP=-3.15, Synergy_Bliss=-0.366, Synergy_Loewe=-0.138, Synergy_HSA=0.692.